Dataset: TCR-epitope binding with 47,182 pairs between 192 epitopes and 23,139 TCRs. Task: Binary Classification. Given a T-cell receptor sequence (or CDR3 region) and an epitope sequence, predict whether binding occurs between them. (1) The epitope is YSEHPTFTSQY. The TCR CDR3 sequence is CATSRPTSGSDEQFF. Result: 1 (the TCR binds to the epitope). (2) The epitope is DRFYKTLRAEQASQEV. The TCR CDR3 sequence is CASSHRGGSYEQYF. Result: 0 (the TCR does not bind to the epitope).